Predict which catalyst facilitates the given reaction. From a dataset of Catalyst prediction with 721,799 reactions and 888 catalyst types from USPTO. (1) Reactant: C([O:8][C:9](=[O:18])[NH:10][C@@H:11]([CH3:17])[C:12]([N:14]([CH3:16])[CH3:15])=[O:13])C1C=CC=CC=1.[H-].[Na+].Br[CH2:22][C:23]1[CH:28]=[CH:27][CH:26]=[CH:25][N:24]=1.C([O-])(O)=O.[Na+]. Product: [CH3:16][N:14]([CH3:15])[C:12](=[O:13])[C@@H:11]([N:10]([CH2:22][C:23]1[CH:28]=[CH:27][CH:26]=[CH:25][N:24]=1)[C:9](=[O:18])[OH:8])[CH3:17]. The catalyst class is: 3. (2) Reactant: [NH2:1][C:2]1[CH:7]=[CH:6][CH:5]=[CH:4][CH:3]=1.[OH:8][P:9]=[O:10]. Product: [PH2:9]([O-:10])=[O:8].[NH3+:1][C:2]1[CH:7]=[CH:6][CH:5]=[CH:4][CH:3]=1. The catalyst class is: 21. (3) Reactant: [Br:1][C:2]1[C:6]2[N:7]=[CH:8][N:9]=[C:10]([Cl:11])[C:5]=2[NH:4][CH:3]=1.[CH3:12]N(C)C=O.[H-].[Na+].CI. Product: [Br:1][C:2]1[C:6]2[N:7]=[CH:8][N:9]=[C:10]([Cl:11])[C:5]=2[N:4]([CH3:12])[CH:3]=1. The catalyst class is: 13. (4) Reactant: [CH2:1](I)[CH3:2].C(=O)([O-])[O-].[K+].[K+].[Cl:10][C:11]1[CH:12]=[CH:13][C:14]([S:39]([CH2:42][CH3:43])(=[O:41])=[O:40])=[C:15]([CH:38]=1)[CH2:16][NH:17][C:18](=[O:37])[C:19]1[CH:24]=[C:23]([O:25][C:26]([F:29])([F:28])[F:27])[CH:22]=[C:21]([CH2:30][N:31]2[CH2:36][CH2:35][NH:34][CH2:33][CH2:32]2)[CH:20]=1. Product: [Cl:10][C:11]1[CH:12]=[CH:13][C:14]([S:39]([CH2:42][CH3:43])(=[O:40])=[O:41])=[C:15]([CH:38]=1)[CH2:16][NH:17][C:18](=[O:37])[C:19]1[CH:24]=[C:23]([O:25][C:26]([F:29])([F:27])[F:28])[CH:22]=[C:21]([CH2:30][N:31]2[CH2:32][CH2:33][N:34]([CH2:1][CH3:2])[CH2:35][CH2:36]2)[CH:20]=1. The catalyst class is: 39. (5) Reactant: [Cl:1][C:2]1[CH:7]=[C:6]([C:8]2[N:12]=[C:11]([C:13]3[N:14]=[C:15]4[C:20]([Cl:21])=[CH:19][C:18]([C:22]([F:25])([F:24])[F:23])=[CH:17][N:16]4[CH:26]=3)[O:10][N:9]=2)[C:5]([Cl:27])=[CH:4][C:3]=1[OH:28].[OH-].[Na+].Br[CH2:32][CH:33]([OH:35])[CH3:34]. Product: [Cl:1][C:2]1[CH:7]=[C:6]([C:8]2[N:12]=[C:11]([C:13]3[N:14]=[C:15]4[C:20]([Cl:21])=[CH:19][C:18]([C:22]([F:23])([F:25])[F:24])=[CH:17][N:16]4[CH:26]=3)[O:10][N:9]=2)[C:5]([Cl:27])=[CH:4][C:3]=1[O:28][CH2:32][CH:33]([OH:35])[CH3:34]. The catalyst class is: 351.